This data is from Full USPTO retrosynthesis dataset with 1.9M reactions from patents (1976-2016). The task is: Predict the reactants needed to synthesize the given product. (1) Given the product [CH:1]1([NH:7][C:8]2[N:9]=[CH:10][C:11]3[CH:17]=[N:16][CH:15]=[C:14]([C:28]4[C:29]5[C:34](=[CH:33][C:32]([C:35]#[N:36])=[CH:31][CH:30]=5)[NH:26][CH:27]=4)[C:12]=3[N:13]=2)[CH2:6][CH2:5][CH2:4][CH2:3][CH2:2]1, predict the reactants needed to synthesize it. The reactants are: [CH:1]1([NH:7][C:8]2[N:9]=[CH:10][C:11]3[CH:17]=[N:16][CH:15]=[C:14](I)[C:12]=3[N:13]=2)[CH2:6][CH2:5][CH2:4][CH2:3][CH2:2]1.C([N:26]1[C:34]2[C:29](=[CH:30][CH:31]=[C:32]([C:35]#[N:36])[CH:33]=2)[C:28](B(O)O)=[CH:27]1)(OC(C)(C)C)=O.C(=O)([O-])[O-].[K+].[K+].C1(P(C2CCCCC2)C2C=CC=CC=2C2C(OC)=CC=CC=2OC)CCCCC1.COCCOC.O. (2) Given the product [CH2:25]([O:24][C:22](=[O:23])[C:21](=[CH:20][NH:15][C:9]1[CH:10]=[CH:11][C:12]([O:13][CH3:14])=[C:7]([C:6]2[C:2]([CH3:1])=[N:3][O:4][C:5]=2[CH3:16])[CH:8]=1)[C:27]([O:29][CH2:30][CH3:31])=[O:28])[CH3:26], predict the reactants needed to synthesize it. The reactants are: [CH3:1][C:2]1[C:6]([C:7]2[CH:8]=[C:9]([NH2:15])[CH:10]=[CH:11][C:12]=2[O:13][CH3:14])=[C:5]([CH3:16])[O:4][N:3]=1.C(O[CH:20]=[C:21]([C:27]([O:29][CH2:30][CH3:31])=[O:28])[C:22]([O:24][CH2:25][CH3:26])=[O:23])C.C(O)C. (3) Given the product [CH3:18][S:17][C:14]1[CH:13]=[CH:12][C:11]([C:9]([C:6]2[CH:7]=[CH:8][C:3]([S:2][CH3:1])=[CH:4][CH:5]=2)=[O:10])=[CH:16][CH:15]=1, predict the reactants needed to synthesize it. The reactants are: [CH3:1][S:2][C:3]1[CH:8]=[CH:7][C:6]([CH:9]([C:11]2[CH:16]=[CH:15][C:14]([S:17][CH3:18])=[CH:13][CH:12]=2)[OH:10])=[CH:5][CH:4]=1. (4) Given the product [C:1]([O:5][C:6]([N:8]([C:25]1[C:30]([O:31][CH3:32])=[CH:29][N:28]=[C:27]([C:45]2[CH:44]=[CH:43][CH:42]=[C:41]([O:40][CH2:39][C:38]([NH:37][CH:34]([CH3:36])[CH3:35])=[O:56])[CH:46]=2)[N:26]=1)[C:9]1[CH:10]=[C:11]2[C:15](=[CH:16][CH:17]=1)[N:14]([C:18]([O:20][C:21]([CH3:24])([CH3:23])[CH3:22])=[O:19])[N:13]=[CH:12]2)=[O:7])([CH3:4])([CH3:3])[CH3:2], predict the reactants needed to synthesize it. The reactants are: [C:1]([O:5][C:6]([N:8]([C:25]1[C:30]([O:31][CH3:32])=[CH:29][N:28]=[C:27](Cl)[N:26]=1)[C:9]1[CH:10]=[C:11]2[C:15](=[CH:16][CH:17]=1)[N:14]([C:18]([O:20][C:21]([CH3:24])([CH3:23])[CH3:22])=[O:19])[N:13]=[CH:12]2)=[O:7])([CH3:4])([CH3:3])[CH3:2].[CH:34]([NH:37][C:38](=[O:56])[CH2:39][O:40][C:41]1[CH:46]=[CH:45][CH:44]=[C:43](B2OC(C)(C)C(C)(C)O2)[CH:42]=1)([CH3:36])[CH3:35].CC(OC(OC(OC(C)(C)C)=O)=O)(C)C.[F-].[Cs+]. (5) Given the product [N:30]1([CH2:12][CH2:13][CH2:14][CH:15]2[CH2:16][CH2:17][N:18]([C:21]3[CH:22]=[CH:23][C:24]([N+:27]([O-:29])=[O:28])=[CH:25][CH:26]=3)[CH2:19][CH2:20]2)[CH:34]=[CH:33][N:32]=[N:31]1, predict the reactants needed to synthesize it. The reactants are: S(O[CH2:12][CH2:13][CH2:14][CH:15]1[CH2:20][CH2:19][N:18]([C:21]2[CH:26]=[CH:25][C:24]([N+:27]([O-:29])=[O:28])=[CH:23][CH:22]=2)[CH2:17][CH2:16]1)(C1C=CC(C)=CC=1)(=O)=O.[N:30]1(C(C)CC2CCN(C3C=CC(N)=CC=3)CC2)[CH:34]=[CH:33][N:32]=[N:31]1. (6) The reactants are: C(OC([N:8]1[CH2:15][CH2:14][N:13]([C:16]2[N:17]=[C:18]([C:26]3[C:27](=[O:56])[N:28]([CH2:42][O:43][P:44]([O:51]C(C)(C)C)([O:46]C(C)(C)C)=[O:45])[C:29](=[O:41])[C:30]=3[C:31]3[C:39]4[C:34](=[C:35]([CH3:40])[CH:36]=[CH:37][CH:38]=4)[NH:33][CH:32]=3)[C:19]3[C:24]([CH:25]=2)=[CH:23][CH:22]=[CH:21][CH:20]=3)[CH2:12][C:9]21[CH2:11][CH2:10]2)=O)(C)(C)C.C(O)(C(F)(F)F)=O. Given the product [CH2:10]1[C:9]2([CH2:12][N:13]([C:16]3[N:17]=[C:18]([C:26]4[C:27](=[O:56])[N:28]([CH2:42][O:43][P:44](=[O:45])([OH:51])[OH:46])[C:29](=[O:41])[C:30]=4[C:31]4[C:39]5[C:34](=[C:35]([CH3:40])[CH:36]=[CH:37][CH:38]=5)[NH:33][CH:32]=4)[C:19]4[C:24]([CH:25]=3)=[CH:23][CH:22]=[CH:21][CH:20]=4)[CH2:14][CH2:15][NH:8]2)[CH2:11]1, predict the reactants needed to synthesize it. (7) Given the product [O:11]1[CH2:16][CH2:15][CH2:14][CH2:13][CH:12]1[O:17][CH2:18][CH2:19][N:20]1[CH2:21][CH2:22][C:23](=[O:26])[CH2:24][CH2:25]1, predict the reactants needed to synthesize it. The reactants are: C(Cl)(=O)C(Cl)=O.CS(C)=O.[O:11]1[CH2:16][CH2:15][CH2:14][CH2:13][CH:12]1[O:17][CH2:18][CH2:19][N:20]1[CH2:25][CH2:24][CH:23]([OH:26])[CH2:22][CH2:21]1.C(N(CC)CC)C.